This data is from Forward reaction prediction with 1.9M reactions from USPTO patents (1976-2016). The task is: Predict the product of the given reaction. (1) The product is: [C:1]([C:5]1[S:6][C:7]2[CH:13]=[C:12]([NH2:14])[CH:11]=[CH:10][C:8]=2[N:9]=1)#[N:2]. Given the reactants [C-:1]#[N:2].[K+].Cl[C:5]1[S:6][C:7]2[CH:13]=[C:12]([NH2:14])[CH:11]=[CH:10][C:8]=2[N:9]=1.C(OCC)(=O)C.CCCCCC.P([O-])(O)(O)=O.[K+], predict the reaction product. (2) Given the reactants Br[C:2]1[CH:3]=[C:4]2[N:10]([O:11][CH:12]([C:14]3[C:19]([Cl:20])=[CH:18][CH:17]=[C:16]([F:21])[C:15]=3[Cl:22])[CH3:13])[CH:9]=[CH:8][C:5]2=[N:6][CH:7]=1.[N:23]1[C:32]2[C:27](=[C:28](B(O)O)[CH:29]=[CH:30][CH:31]=2)[CH:26]=[CH:25][CH:24]=1, predict the reaction product. The product is: [Cl:22][C:15]1[C:16]([F:21])=[CH:17][CH:18]=[C:19]([Cl:20])[C:14]=1[CH:12]([O:11][N:10]1[C:4]2[C:5](=[N:6][CH:7]=[C:2]([C:28]3[CH:29]=[CH:30][CH:31]=[C:32]4[C:27]=3[CH:26]=[CH:25][CH:24]=[N:23]4)[CH:3]=2)[CH:8]=[CH:9]1)[CH3:13]. (3) The product is: [CH3:28][S:29]([NH:1][C:2]1[CH:3]=[C:4]([CH:19]=[CH:20][CH:21]=1)[CH2:5][N:6]1[CH2:10][CH2:9][C@@H:8]([NH:11][C:12](=[O:18])[O:13][C:14]([CH3:15])([CH3:16])[CH3:17])[CH2:7]1)(=[O:31])=[O:30]. Given the reactants [NH2:1][C:2]1[CH:3]=[C:4]([CH:19]=[CH:20][CH:21]=1)[CH2:5][N:6]1[CH2:10][CH2:9][C@@H:8]([NH:11][C:12](=[O:18])[O:13][C:14]([CH3:17])([CH3:16])[CH3:15])[CH2:7]1.N1C=CC=CC=1.[CH3:28][S:29](Cl)(=[O:31])=[O:30].O, predict the reaction product.